This data is from Ames mutagenicity test results for genotoxicity prediction. The task is: Regression/Classification. Given a drug SMILES string, predict its toxicity properties. Task type varies by dataset: regression for continuous values (e.g., LD50, hERG inhibition percentage) or binary classification for toxic/non-toxic outcomes (e.g., AMES mutagenicity, cardiotoxicity, hepatotoxicity). Dataset: ames. (1) The molecule is O=Nn1cc(CC(O)C(=O)O)c2ccccc21. The result is 1 (mutagenic). (2) The compound is Cc1cccc2c1N(C)C1=Nc3ccccc3C1C2C. The result is 1 (mutagenic). (3) The molecule is COc1cc2c(c3oc(=O)c4c(c13)CCC4=O)C1C=COC1O2. The result is 1 (mutagenic). (4) The compound is NC(=O)c1ccccc1C(N)=O. The result is 0 (non-mutagenic). (5) The compound is CN(N=O)C(=O)c1c(N(C)N=O)ncn1C. The result is 1 (mutagenic). (6) The drug is COc1c2c(cc3oc4c(CCC(C)(C)O)ccc(O)c4c(=O)c13)OC1OC=CC21. The result is 1 (mutagenic). (7) The drug is Cc1ccc([N+]#N)cc1. The result is 1 (mutagenic). (8) The compound is Nc1c(N=Nc2ccc(-c3ccc(N=Nc4ccc(O)cc4)cc3)cc2)c(S(=O)(=O)O)cc2cc(S(=O)(=O)O)c(N=Nc3ccccc3)c(O)c12. The result is 1 (mutagenic). (9) The compound is COc1cccc(N)c1. The result is 1 (mutagenic).